Dataset: Full USPTO retrosynthesis dataset with 1.9M reactions from patents (1976-2016). Task: Predict the reactants needed to synthesize the given product. (1) Given the product [OH:2][C:3]1[CH:12]=[CH:11][C:10]2[C:5](=[CH:6][CH:7]=[C:8]([C:13]3[CH:18]=[CH:17][CH:16]=[C:15]([OH:19])[CH:14]=3)[CH:9]=2)[C:4]=1[C:21]([NH:23][C:24]1[S:25][CH:26]=[CH:27][N:28]=1)=[O:22], predict the reactants needed to synthesize it. The reactants are: C[O:2][C:3]1[CH:12]=[CH:11][C:10]2[C:5](=[CH:6][CH:7]=[C:8]([C:13]3[CH:18]=[CH:17][CH:16]=[C:15]([O:19]C)[CH:14]=3)[CH:9]=2)[C:4]=1[C:21]([NH:23][C:24]1[S:25][CH:26]=[CH:27][N:28]=1)=[O:22].B(Br)(Br)Br. (2) Given the product [NH2:13][C:12]1[N:45]=[C:33]([C:32]2[CH:37]=[C:28]([O:27][CH2:26][C@H:25]([NH:24][C:22](=[O:23])[O:21][C:17]([CH3:20])([CH3:19])[CH3:18])[CH2:38][CH3:39])[CH:29]=[N:30][CH:31]=2)[CH:14]=[C:6]2[C:7]=1[CH:8]=[N:9][C:10]1[CH:11]=[C:2]([OH:1])[C:3]([O:15][CH3:16])=[CH:4][C:5]2=1, predict the reactants needed to synthesize it. The reactants are: [OH:1][C:2]1[CH:11]=[C:10]2[C:5]([C:6]([CH3:14])=[C:7]([C:12]#[N:13])[CH:8]=[N:9]2)=[CH:4][C:3]=1[O:15][CH3:16].[C:17]([O:21][C:22]([NH:24][C@H:25]([CH2:38][CH3:39])[CH2:26][O:27][C:28]1[CH:29]=[N:30][CH:31]=[C:32]([CH:37]=1)[C:33](OC)=O)=[O:23])([CH3:20])([CH3:19])[CH3:18].[Li+].C[Si]([N-:45][Si](C)(C)C)(C)C.CC(O)=O.